Dataset: NCI-60 drug combinations with 297,098 pairs across 59 cell lines. Task: Regression. Given two drug SMILES strings and cell line genomic features, predict the synergy score measuring deviation from expected non-interaction effect. (1) Drug 1: CN(C)N=NC1=C(NC=N1)C(=O)N. Drug 2: CC1C(C(CC(O1)OC2CC(OC(C2O)C)OC3=CC4=CC5=C(C(=O)C(C(C5)C(C(=O)C(C(C)O)O)OC)OC6CC(C(C(O6)C)O)OC7CC(C(C(O7)C)O)OC8CC(C(C(O8)C)O)(C)O)C(=C4C(=C3C)O)O)O)O. Cell line: HOP-92. Synergy scores: CSS=2.86, Synergy_ZIP=-0.863, Synergy_Bliss=-1.99, Synergy_Loewe=-1.51, Synergy_HSA=-1.49. (2) Drug 1: CC1C(C(CC(O1)OC2CC(CC3=C2C(=C4C(=C3O)C(=O)C5=C(C4=O)C(=CC=C5)OC)O)(C(=O)CO)O)N)O.Cl. Synergy scores: CSS=5.79, Synergy_ZIP=-6.47, Synergy_Bliss=-4.32, Synergy_Loewe=-3.26, Synergy_HSA=-3.07. Cell line: SF-268. Drug 2: C(CC(=O)O)C(=O)CN.Cl.